The task is: Predict the reactants needed to synthesize the given product.. This data is from Full USPTO retrosynthesis dataset with 1.9M reactions from patents (1976-2016). (1) Given the product [S:33]1[C:29]2[CH:28]=[C:27]([NH:26][C:25]3[C:20]4[CH:19]=[C:18]([C:15]5[CH2:16][CH2:17][N:12]([C:10]([C:6]6[CH:5]=[C:4]([CH:9]=[CH:8][CH:7]=6)[C:3]([OH:37])=[O:2])=[O:11])[CH2:13][CH:14]=5)[NH:36][C:21]=4[N:22]=[CH:23][N:24]=3)[CH:35]=[CH:34][C:30]=2[N:31]=[CH:32]1, predict the reactants needed to synthesize it. The reactants are: C[O:2][C:3](=[O:37])[C:4]1[CH:9]=[CH:8][CH:7]=[C:6]([C:10]([N:12]2[CH2:17][CH:16]=[C:15]([C:18]3[NH:36][C:21]4[N:22]=[CH:23][N:24]=[C:25]([NH:26][C:27]5[CH:35]=[CH:34][C:30]6[N:31]=[CH:32][S:33][C:29]=6[CH:28]=5)[C:20]=4[CH:19]=3)[CH2:14][CH2:13]2)=[O:11])[CH:5]=1.[OH-].[Na+]. (2) Given the product [NH2:8][C@H:9]([CH3:17])[C@:10]([CH3:16])([OH:15])[C:11]([F:14])([F:13])[F:12], predict the reactants needed to synthesize it. The reactants are: C([N:8](CC1C=CC=CC=1)[C@H:9]([CH3:17])[C@:10]([CH3:16])([OH:15])[C:11]([F:14])([F:13])[F:12])C1C=CC=CC=1.O. (3) Given the product [NH2:54][C:55]1[CH:60]=[C:59]([CH3:61])[CH:58]=[CH:57][C:56]=1[NH:62][C:63](=[O:74])[C:64]1[CH:69]=[CH:68][C:67]([NH:70][CH2:71][CH2:72][NH:73][C:38]([C:39]2[C:40]([CH3:41])=[C:52]([CH:53]=[N:13][N:12]=[C:5]3[C:4]4[C:75](=[CH:9][CH:10]=[C:2]([F:1])[CH:3]=4)[NH:76][C:78]3=[O:79])[NH:49][C:50]=2[CH3:51])=[O:37])=[N:66][CH:65]=1, predict the reactants needed to synthesize it. The reactants are: [F:1][C:2]1[CH:3]=[C:4]2C(=[CH:9][CH:10]=1)NC(=O)[C:5]2=[N:12][N:13]=CC1(C)CC(C)(C(O)=O)CN1.Cl.C(N=C=NCCCN(C)C)C.[OH:37][C:38]1C2N=NNC=2[CH:41]=[CH:40][CH:39]=1.C([N:49]([CH2:52][CH3:53])[CH2:50][CH3:51])C.[NH2:54][C:55]1[CH:60]=[C:59]([CH3:61])[CH:58]=[CH:57][C:56]=1[NH:62][C:63](=[O:74])[C:64]1[CH:69]=[CH:68][C:67]([NH:70][CH2:71][CH2:72][NH2:73])=[N:66][CH:65]=1.[CH3:75][N:76]([CH:78]=[O:79])C. (4) Given the product [F:30][C:29]([F:32])([F:31])[C:27]([N:7]([CH2:6][CH2:5][S:2]([CH3:1])(=[O:4])=[O:3])[CH2:8][C:9]1[CH:14]=[CH:13][CH:12]=[C:11]([N+:15]([O-:17])=[O:16])[CH:10]=1)=[O:28], predict the reactants needed to synthesize it. The reactants are: [CH3:1][S:2]([CH2:5][CH2:6][NH:7][CH2:8][C:9]1[CH:14]=[CH:13][CH:12]=[C:11]([N+:15]([O-:17])=[O:16])[CH:10]=1)(=[O:4])=[O:3].C(N(C(C)C)CC)(C)C.[C:27](O[C:27]([C:29]([F:32])([F:31])[F:30])=[O:28])([C:29]([F:32])([F:31])[F:30])=[O:28]. (5) Given the product [CH2:32]([NH:29][C:12]1[C:13]2[C:18]([CH3:19])=[N:17][CH:16]=[N:15][C:14]=2[N:9]([O:8][CH2:1][C:2]2[CH:7]=[CH:6][CH:5]=[CH:4][CH:3]=2)[C:10](=[O:26])[C:11]=1[C:21]([O:23][CH2:24][CH3:25])=[O:22])[C:33]1[CH:6]=[CH:7][CH:2]=[CH:3][CH:4]=1, predict the reactants needed to synthesize it. The reactants are: [CH2:1]([O:8][N:9]1[C:14]2[N:15]=[CH:16][N:17]=[C:18]([CH3:19])[C:13]=2[C:12](O)=[C:11]([C:21]([O:23][CH2:24][CH3:25])=[O:22])[C:10]1=[O:26])[C:2]1[CH:7]=[CH:6][CH:5]=[CH:4][CH:3]=1.C([N:29]([CH2:32][CH3:33])CC)C.